From a dataset of Catalyst prediction with 721,799 reactions and 888 catalyst types from USPTO. Predict which catalyst facilitates the given reaction. Reactant: [CH2:1]([NH:5][C:6]1[CH:7]=[C:8]([CH:13]=[CH:14][C:15]=1[N+:16]([O-])=O)[C:9]([O:11][CH3:12])=[O:10])[CH2:2][CH2:3][CH3:4]. Product: [NH2:16][C:15]1[CH:14]=[CH:13][C:8]([C:9]([O:11][CH3:12])=[O:10])=[CH:7][C:6]=1[NH:5][CH2:1][CH2:2][CH2:3][CH3:4]. The catalyst class is: 19.